This data is from Forward reaction prediction with 1.9M reactions from USPTO patents (1976-2016). The task is: Predict the product of the given reaction. (1) Given the reactants [N+:1]([C:4]1[CH:5]=[C:6]([CH2:10][C:11]([NH:13][C:14]2[CH:15]=[C:16]([NH:20][C:21](=[O:27])[O:22][C:23]([CH3:26])([CH3:25])[CH3:24])[CH:17]=[CH:18][CH:19]=2)=[O:12])[CH:7]=[CH:8][CH:9]=1)([O-])=O.[H][H], predict the reaction product. The product is: [NH2:1][C:4]1[CH:5]=[C:6]([CH2:10][C:11]([NH:13][C:14]2[CH:15]=[C:16]([NH:20][C:21](=[O:27])[O:22][C:23]([CH3:25])([CH3:24])[CH3:26])[CH:17]=[CH:18][CH:19]=2)=[O:12])[CH:7]=[CH:8][CH:9]=1. (2) Given the reactants [C:1]([C:3]1[CH:4]=[C:5]([NH:9][C:10](=[O:20])[CH2:11][NH:12][C:13](=[O:19])[O:14][C:15]([CH3:18])([CH3:17])[CH3:16])[CH:6]=[CH:7][CH:8]=1)#[CH:2].C(N(CC)CC)C.[Cl:28][C:29]1[CH:38]=[CH:37][CH:36]=[C:35]([Cl:39])[C:30]=1[C:31](Cl)=[N:32][OH:33], predict the reaction product. The product is: [Cl:28][C:29]1[CH:38]=[CH:37][CH:36]=[C:35]([Cl:39])[C:30]=1[C:31]1[CH:2]=[C:1]([C:3]2[CH:4]=[C:5]([NH:9][C:10](=[O:20])[CH2:11][NH:12][C:13](=[O:19])[O:14][C:15]([CH3:16])([CH3:17])[CH3:18])[CH:6]=[CH:7][CH:8]=2)[O:33][N:32]=1. (3) Given the reactants C([O:8][N:9]1[C:14]2[N:15]=[CH:16][N:17]=[C:18]([CH3:19])[C:13]=2[C:12]([NH:20][CH2:21][C:22]2[CH:31]=[CH:30][C:25]3[O:26][CH2:27][CH2:28][O:29][C:24]=3[CH:23]=2)=[CH:11][C:10]1=[O:32])C1C=CC=CC=1.CO.[H][H], predict the reaction product. The product is: [O:26]1[C:25]2[CH:30]=[CH:31][C:22]([CH2:21][NH:20][C:12]3[C:13]4[C:18]([CH3:19])=[N:17][CH:16]=[N:15][C:14]=4[N:9]([OH:8])[C:10](=[O:32])[CH:11]=3)=[CH:23][C:24]=2[O:29][CH2:28][CH2:27]1. (4) Given the reactants C([O:4][C:5]1[CH:10]=[CH:9][C:8]([C:11](=[O:33])[NH:12][C:13]2[C:14](=[O:32])[O:15][C:16]3[C:21]([CH:22]=2)=[CH:20][CH:19]=[C:18]([O:23][CH:24]2[CH2:29][CH2:28][N:27]([CH3:30])[CH2:26][CH2:25]2)[C:17]=3[CH3:31])=[CH:7][C:6]=1[CH2:34][CH:35]=[C:36]([CH3:38])[CH3:37])(=O)C, predict the reaction product. The product is: [OH:4][C:5]1[CH:10]=[CH:9][C:8]([C:11]([NH:12][C:13]2[C:14](=[O:32])[O:15][C:16]3[C:21]([CH:22]=2)=[CH:20][CH:19]=[C:18]([O:23][CH:24]2[CH2:29][CH2:28][N:27]([CH3:30])[CH2:26][CH2:25]2)[C:17]=3[CH3:31])=[O:33])=[CH:7][C:6]=1[CH2:34][CH:35]=[C:36]([CH3:38])[CH3:37]. (5) Given the reactants [C:1](=[O:22])(OC1C=CC([N+]([O-])=O)=CC=1)[O:2][CH2:3][CH2:4][N:5]1[CH2:10][CH2:9][N:8]([CH3:11])[CH2:7][CH2:6]1.CCN(C(C)C)C(C)C.[CH2:32]1[C:41]2[C:36](=[CH:37][CH:38]=[CH:39][CH:40]=2)[CH2:35][CH2:34][NH:33]1, predict the reaction product. The product is: [CH2:32]1[C:41]2[C:36](=[CH:37][CH:38]=[CH:39][CH:40]=2)[CH2:35][CH2:34][N:33]1[C:1]([O:2][CH2:3][CH2:4][N:5]1[CH2:6][CH2:7][N:8]([CH3:11])[CH2:9][CH2:10]1)=[O:22]. (6) Given the reactants [NH:1]1[C:5]([N:6]2[CH2:11][CH2:10][CH:9]([CH2:12][CH2:13][CH2:14][O:15][C:16]3[CH:17]=[C:18]4[C:23](=[CH:24][CH:25]=3)[CH2:22][N:21]([S:26]([CH3:29])(=[O:28])=[O:27])[CH2:20][CH2:19]4)[CH2:8][CH2:7]2)=[N:4][N:3]=[N:2]1.Br[CH2:31][CH2:32][NH:33]C(=O)OCC1C2C=CC=CC=2C2C1=CC=CC=2.C([O-])([O-])=O.[K+].[K+].N1CCCCC1, predict the reaction product. The product is: [CH3:29][S:26]([N:21]1[CH2:20][CH2:19][C:18]2[C:23](=[CH:24][CH:25]=[C:16]([O:15][CH2:14][CH2:13][CH2:12][CH:9]3[CH2:10][CH2:11][N:6]([C:5]4[N:4]=[N:3][N:2]([CH2:31][CH2:32][NH2:33])[N:1]=4)[CH2:7][CH2:8]3)[CH:17]=2)[CH2:22]1)(=[O:28])=[O:27]. (7) Given the reactants [CH3:1][O:2][C:3]1[CH:8]=[CH:7][C:6]([NH:9][C:10](=[O:19])[C:11]2[C:16]([F:17])=[CH:15][CH:14]=[CH:13][C:12]=2[NH2:18])=[CH:5][CH:4]=1.[C:20]([C:24]1[CH:32]=[CH:31][C:27]([C:28](Cl)=[O:29])=[CH:26][CH:25]=1)([CH3:23])([CH3:22])[CH3:21], predict the reaction product. The product is: [C:20]([C:24]1[CH:25]=[CH:26][C:27]([C:28]([NH:18][C:12]2[CH:13]=[CH:14][CH:15]=[C:16]([F:17])[C:11]=2[C:10]([NH:9][C:6]2[CH:7]=[CH:8][C:3]([O:2][CH3:1])=[CH:4][CH:5]=2)=[O:19])=[O:29])=[CH:31][CH:32]=1)([CH3:23])([CH3:21])[CH3:22]. (8) Given the reactants [Cl:1][C:2]1[CH:40]=[CH:39][C:5]([CH2:6][N:7]2[C:15]3[C:10](=[N:11][C:12]([C:22]([O:24]C)=[O:23])=[N:13][C:14]=3[NH:16][C@@H:17]([CH:19]3[CH2:21][CH2:20]3)[CH3:18])[N:9]=[C:8]2[C:26]2[CH:37]=[C:36]([CH3:38])[CH:35]=[CH:34][C:27]=2[O:28][CH2:29][CH2:30][C:31]([OH:33])=[O:32])=[CH:4][CH:3]=1.[OH-].[Li+], predict the reaction product. The product is: [C:31]([CH2:30][CH2:29][O:28][C:27]1[CH:34]=[CH:35][C:36]([CH3:38])=[CH:37][C:26]=1[C:8]1[N:7]([CH2:6][C:5]2[CH:4]=[CH:3][C:2]([Cl:1])=[CH:40][CH:39]=2)[C:15]2[C:10](=[N:11][C:12]([C:22]([OH:24])=[O:23])=[N:13][C:14]=2[NH:16][C@@H:17]([CH:19]2[CH2:21][CH2:20]2)[CH3:18])[N:9]=1)([OH:33])=[O:32]. (9) Given the reactants C(O[CH:5]1[CH:9]([O:10][C:11](=[O:18])[C:12]2[CH:17]=[CH:16][CH:15]=[CH:14][CH:13]=2)[CH2:8][CH:7]([O:19][CH2:20][P:21]([O:26][CH2:27][CH3:28])([O:23][CH2:24][CH3:25])=[O:22])[O:6]1)(=O)C.[CH3:29][O:30][C:31]([C:33]1[N:37]=[CH:36][NH:35][N:34]=1)=[O:32].[N+](C1C=CC(OP([O-])(OC2C=CC([N+]([O-])=O)=CC=2)=O)=CC=1)([O-])=O, predict the reaction product. The product is: [CH3:29][O:30][C:31]([C:33]1[N:37]=[CH:36][N:35]([CH:5]2[CH:9]([O:10][C:11](=[O:18])[C:12]3[CH:13]=[CH:14][CH:15]=[CH:16][CH:17]=3)[CH2:8][CH:7]([O:19][CH2:20][P:21]([O:23][CH2:24][CH3:25])([O:26][CH2:27][CH3:28])=[O:22])[O:6]2)[N:34]=1)=[O:32].